This data is from Reaction yield outcomes from USPTO patents with 853,638 reactions. The task is: Predict the reaction yield, written as a fraction of the theoretical maximum amount of product (1.0 means a 100% yield; for example, 0.34 means a 34% yield). (1) The reactants are [NH2:1][C:2]1[N:3]=[CH:4][C:5]2[S:10][C:9](=[O:11])[N:8]([CH:12]3[O:20][CH:19]4[CH:14]([O:15][Si](C(C)(C)C)(C(C)(C)C)[O:17][CH2:18]4)[CH:13]3[O:29][C:30](=[O:32])[CH3:31])[C:6]=2[N:7]=1.N1C=CC=CC=1. The catalyst is CO. The product is [NH2:1][C:2]1[N:3]=[CH:4][C:5]2[S:10][C:9](=[O:11])[N:8]([CH:12]3[CH:13]([O:29][C:30](=[O:32])[CH3:31])[CH:14]([OH:15])[CH:19]([CH2:18][OH:17])[O:20]3)[C:6]=2[N:7]=1. The yield is 0.900. (2) The reactants are [Cl:1][C:2]1[CH:7]=[CH:6][C:5]([C:8]2[C:12]([CH2:13][O:14][C:15]3[CH:23]=[CH:22][C:18]([C:19]([OH:21])=O)=[CH:17][N:16]=3)=[C:11]([CH3:24])[O:10][N:9]=2)=[CH:4][CH:3]=1.CC1O[N:29]=[C:28]([C:31]2C=CC=CC=2)[C:27]=1COC1C=CC(C(O)=O)=CN=1.C(N)(C)C. No catalyst specified. The product is [Cl:1][C:2]1[CH:3]=[CH:4][C:5]([C:8]2[C:12]([CH2:13][O:14][C:15]3[CH:23]=[CH:22][C:18]([C:19]([NH:29][CH:28]([CH3:31])[CH3:27])=[O:21])=[CH:17][N:16]=3)=[C:11]([CH3:24])[O:10][N:9]=2)=[CH:6][CH:7]=1. The yield is 0.760.